Dataset: CYP2C19 inhibition data for predicting drug metabolism from PubChem BioAssay. Task: Regression/Classification. Given a drug SMILES string, predict its absorption, distribution, metabolism, or excretion properties. Task type varies by dataset: regression for continuous measurements (e.g., permeability, clearance, half-life) or binary classification for categorical outcomes (e.g., BBB penetration, CYP inhibition). Dataset: cyp2c19_veith. (1) The drug is CC(C)CNCC(=O)N1c2ccccc2Sc2ccccc21.O=C(O)C(=O)O. The result is 1 (inhibitor). (2) The molecule is Cc1cccc(NC(=O)Cn2cccc2)c1. The result is 1 (inhibitor). (3) The drug is COc1cccc(Cn2nnc3c(=O)[nH]c(C4CCCN(C(=O)c5ccccc5Cl)C4)nc32)c1. The result is 1 (inhibitor). (4) The drug is CCN(CCO)C[C@H]1CCC[C@H]2CCCC[C@H]12.Cl. The result is 0 (non-inhibitor). (5) The drug is CC(C)CN1CC2(CCN(C(=O)Oc3ccccc3)CC2)C1. The result is 0 (non-inhibitor).